From a dataset of Kir2.1 potassium channel HTS with 301,493 compounds. Binary Classification. Given a drug SMILES string, predict its activity (active/inactive) in a high-throughput screening assay against a specified biological target. (1) The drug is s1c(N2C(C(=C(O)C2=O)C(=O)c2occc2)c2ccc(OC)cc2)nnc1C. The result is 0 (inactive). (2) The molecule is S(c1nnc(c2cc([N+]([O-])=O)ccc2)cc1)CC. The result is 0 (inactive). (3) The compound is OCCN(c1nc(N2CCCCC2)c2c(n(nc2)C)n1)CC. The result is 0 (inactive). (4) The molecule is O=c1n(n(c(c1NC(=O)c1ccccc1)C)C)c1ccccc1. The result is 0 (inactive). (5) The drug is FC(F)(F)c1cc(n2c(=O)c3c4c(c(C(=O)N5CCN(CC5)c5ccccc5)cc3)cccc4c2=O)ccc1. The result is 0 (inactive). (6) The compound is OCCCN\C(N)=C(/C(OCC)=O)C(OCC)=O. The result is 0 (inactive). (7) The drug is S(=O)(=O)(c1ccc(cc1)C)c1nc(oc1SC)c1ccccc1. The result is 0 (inactive). (8) The result is 0 (inactive). The molecule is S=c1n(N\C=C2\c3c(C=CC2=O)cccc3)c(n[nH]1)C.